Dataset: Forward reaction prediction with 1.9M reactions from USPTO patents (1976-2016). Task: Predict the product of the given reaction. (1) Given the reactants [NH:1]1[CH2:6][CH2:5][CH2:4][CH:3]([C:7]2[CH:12]=[CH:11][C:10]([NH:13][C:14]3[N:19]=[C:18]([CH2:20][CH2:21][C:22]4[CH:27]=[CH:26][CH:25]=[CH:24][C:23]=4[CH2:28][C:29]([NH2:31])=[O:30])[C:17]([C:32]([F:35])([F:34])[F:33])=[CH:16][N:15]=3)=[CH:9][CH:8]=2)[CH2:2]1.C=O.[C:38](O[BH-](OC(=O)C)OC(=O)C)(=O)C.[Na+], predict the reaction product. The product is: [CH3:38][N:1]1[CH2:6][CH2:5][CH2:4][CH:3]([C:7]2[CH:12]=[CH:11][C:10]([NH:13][C:14]3[N:19]=[C:18]([CH2:20][CH2:21][C:22]4[CH:27]=[CH:26][CH:25]=[CH:24][C:23]=4[CH2:28][C:29]([NH2:31])=[O:30])[C:17]([C:32]([F:35])([F:33])[F:34])=[CH:16][N:15]=3)=[CH:9][CH:8]=2)[CH2:2]1. (2) Given the reactants Cl.Cl[C:3]1[N:8]=[C:7]([NH:9][C@@H:10]2[CH2:18][C@H:17]3[N:13]([CH2:14][CH2:15][CH2:16]3)[C:12]([CH3:20])([CH3:19])[CH2:11]2)[C:6]([F:21])=[CH:5][N:4]=1.[NH2:22][C:23]1[C:24]([F:42])=[CH:25][C:26]([O:36][C:37]([CH3:41])([CH3:40])[CH2:38][OH:39])=[C:27]([N:29]2[C:33](=[O:34])[N:32]([CH3:35])[N:31]=[N:30]2)[CH:28]=1.C1C=CC(P(C2C(C3C(P(C4C=CC=CC=4)C4C=CC=CC=4)=CC=C4C=3C=CC=C4)=C3C(C=CC=C3)=CC=2)C2C=CC=CC=2)=CC=1.C([O-])([O-])=O.[Cs+].[Cs+], predict the reaction product. The product is: [NH3:4].[CH3:33][OH:34].[OH:39][CH2:38][C:37]([CH3:41])([O:36][C:26]1[CH:25]=[C:24]([F:42])[C:23]([NH:22][C:3]2[N:8]=[C:7]([NH:9][C@@H:10]3[CH2:18][C@H:17]4[N:13]([CH2:14][CH2:15][CH2:16]4)[C:12]([CH3:20])([CH3:19])[CH2:11]3)[C:6]([F:21])=[CH:5][N:4]=2)=[CH:28][C:27]=1[N:29]1[C:33](=[O:34])[N:32]([CH3:35])[N:31]=[N:30]1)[CH3:40]. (3) Given the reactants Cl[CH2:2][C:3]1[C:4]([C:11]2[CH:16]=[CH:15][C:14]([CH2:17][CH3:18])=[CH:13][CH:12]=2)=[N:5][S:6][C:7]=1[C:8]([CH3:10])=[CH2:9].C(=O)([O-])[O-].[K+].[K+].[OH:25][C:26]1[CH:31]=[CH:30][C:29]([CH2:32][CH2:33][C:34]([O:36][CH2:37][CH3:38])=[O:35])=[C:28]([CH3:39])[C:27]=1[CH3:40].C(OCC)(=O)C, predict the reaction product. The product is: [CH2:17]([C:14]1[CH:15]=[CH:16][C:11]([C:4]2[C:3]([CH2:2][O:25][C:26]3[CH:31]=[CH:30][C:29]([CH2:32][CH2:33][C:34]([O:36][CH2:37][CH3:38])=[O:35])=[C:28]([CH3:39])[C:27]=3[CH3:40])=[C:7]([C:8]([CH3:10])=[CH2:9])[S:6][N:5]=2)=[CH:12][CH:13]=1)[CH3:18]. (4) Given the reactants [OH:1][C:2]1[CH:10]=[C:9]([OH:11])[C:8]([N+:12]([O-:14])=[O:13])=[CH:7][C:3]=1[C:4](O)=[O:5].S(Cl)([Cl:17])=O, predict the reaction product. The product is: [OH:1][C:2]1[CH:10]=[C:9]([OH:11])[C:8]([N+:12]([O-:14])=[O:13])=[CH:7][C:3]=1[C:4]([Cl:17])=[O:5]. (5) Given the reactants ClC1C=CC=C(C(OO)=[O:9])C=1.[CH3:12][C:13]1[N:18]=[C:17]2[NH:19][CH:20]=[CH:21][C:16]2=[CH:15][CH:14]=1, predict the reaction product. The product is: [CH3:12][C:13]1[N+:18]([O-:9])=[C:17]2[NH:19][CH:20]=[CH:21][C:16]2=[CH:15][CH:14]=1. (6) Given the reactants [CH2:1]([C@H:4]1[CH2:10][N:9]([CH:11]2[CH2:15][CH2:14][CH2:13][CH2:12]2)[C:8]2[N:16]=[C:17]([NH:20][C:21]3[CH:29]=[CH:28][C:24]([C:25](O)=[O:26])=[CH:23][C:22]=3[O:30][CH3:31])[N:18]=[CH:19][C:7]=2[N:6]([CH3:32])[C:5]1=[O:33])[CH:2]=[CH2:3].[NH2:34][CH:35]1[CH2:40][CH2:39][N:38](C(OC(C)(C)C)=O)[CH2:37][CH2:36]1, predict the reaction product. The product is: [CH2:1]([C@H:4]1[CH2:10][N:9]([CH:11]2[CH2:12][CH2:13][CH2:14][CH2:15]2)[C:8]2[N:16]=[C:17]([NH:20][C:21]3[CH:29]=[CH:28][C:24]([C:25]([NH:34][CH:35]4[CH2:40][CH2:39][NH:38][CH2:37][CH2:36]4)=[O:26])=[CH:23][C:22]=3[O:30][CH3:31])[N:18]=[CH:19][C:7]=2[N:6]([CH3:32])[C:5]1=[O:33])[CH:2]=[CH2:3]. (7) Given the reactants FC1C=C2C(C(C3C=CC(N4CCC(N)CC4)=NC=3)=CN2)=CC=1.[F:24][C:25]1[CH:33]=[C:32]2[C:28]([C:29]([C:34]3[CH:35]=[CH:36][C:37]([NH:40][C:41]([CH:43]4[CH2:48][CH2:47][N:46](C(OC(C)(C)C)=O)[CH2:45][CH2:44]4)=[O:42])=[N:38][CH:39]=3)=[CH:30][NH:31]2)=[CH:27][CH:26]=1, predict the reaction product. The product is: [F:24][C:25]1[CH:33]=[C:32]2[C:28]([C:29]([C:34]3[CH:35]=[CH:36][C:37]([NH:40][C:41]([CH:43]4[CH2:48][CH2:47][NH:46][CH2:45][CH2:44]4)=[O:42])=[N:38][CH:39]=3)=[CH:30][NH:31]2)=[CH:27][CH:26]=1.